This data is from Full USPTO retrosynthesis dataset with 1.9M reactions from patents (1976-2016). The task is: Predict the reactants needed to synthesize the given product. (1) Given the product [F:35][C:2]([F:1])([F:36])[CH2:3][C:4]([NH:6][CH2:7][C@@H:8]1[O:12][C:11](=[O:13])[N:10]([C:14]2[CH:34]=[CH:33][C:17]3[C:18]4[NH:19][N:20]=[CH:21][C:22]=4[CH2:23][CH2:24][CH2:25][C:16]=3[CH:15]=2)[CH2:9]1)=[O:5], predict the reactants needed to synthesize it. The reactants are: [F:1][C:2]([F:36])([F:35])[CH2:3][C:4]([NH:6][CH2:7][C@@H:8]1[O:12][C:11](=[O:13])[N:10]([C:14]2[CH:34]=[CH:33][C:17]3[C:18]4[N:19](C(=O)CC(F)(F)F)[N:20]=[CH:21][C:22]=4[CH2:23][CH2:24][CH2:25][C:16]=3[CH:15]=2)[CH2:9]1)=[O:5].C(N)C1C=CC=CC=1. (2) Given the product [Br:9][CH2:10][CH2:11][CH2:12][CH2:13][CH2:14][CH2:15][O:16][Si:1]([C:4]([CH3:7])([CH3:6])[CH3:5])([CH3:3])[CH3:2], predict the reactants needed to synthesize it. The reactants are: [Si:1](Cl)([C:4]([CH3:7])([CH3:6])[CH3:5])([CH3:3])[CH3:2].[Br:9][CH2:10][CH2:11][CH2:12][CH2:13][CH2:14][CH2:15][OH:16].N1C=CN=C1.